This data is from Full USPTO retrosynthesis dataset with 1.9M reactions from patents (1976-2016). The task is: Predict the reactants needed to synthesize the given product. (1) The reactants are: [F:1][C:2]1[CH:7]=[CH:6][C:5]([OH:8])=[CH:4][C:3]=1[C:9]([F:12])([F:11])[F:10].F[C:14]1[CH:21]=[CH:20][C:17]([CH:18]=[O:19])=[CH:16][CH:15]=1. Given the product [F:1][C:2]1[CH:7]=[CH:6][C:5]([O:8][C:14]2[CH:21]=[CH:20][C:17]([CH:18]=[O:19])=[CH:16][CH:15]=2)=[CH:4][C:3]=1[C:9]([F:10])([F:11])[F:12], predict the reactants needed to synthesize it. (2) The reactants are: [CH3:1][O:2][C:3](=[O:16])[CH2:4][CH2:5][NH:6][C:7](=[O:15])[C:8]1[CH:13]=[CH:12][C:11]([OH:14])=[CH:10][CH:9]=1.[F:17][C:18]([F:41])([F:40])[C:19]1[CH:39]=[CH:38][C:22](OC2N=CC(C(O)CCCCCC)=CC=2)=[CH:21][CH:20]=1.[CH2:51](P([CH2:51][CH2:52][CH2:53][CH3:54])[CH2:51][CH2:52][CH2:53][CH3:54])[CH2:52][CH2:53][CH3:54].[N:56]([C:57]([N:59]1CCCC[CH2:60]1)=O)=[N:56][C:57]([N:59]1CCCC[CH2:60]1)=O.[C:73]1(C)C=[CH:77][CH:76]=[CH:75][CH:74]=1. Given the product [CH3:1][O:2][C:3](=[O:16])[CH2:4][CH2:5][NH:6][C:7](=[O:15])[C:8]1[CH:9]=[CH:10][C:11]([O:14][CH:53]([C:52]2[CH:51]=[N:56][C:57]([C:22]3[CH:21]=[CH:20][C:19]([C:18]([F:17])([F:40])[F:41])=[CH:39][CH:38]=3)=[N:59][CH:60]=2)[CH2:54][CH2:73][CH2:74][CH2:75][CH2:76][CH3:77])=[CH:12][CH:13]=1, predict the reactants needed to synthesize it.